This data is from Full USPTO retrosynthesis dataset with 1.9M reactions from patents (1976-2016). The task is: Predict the reactants needed to synthesize the given product. Given the product [Cl:24][C:21]1[CH:20]=[CH:19][C:18]([CH2:17][C:9]2[CH:10]=[N:11][C:12]3[C:7]([C:8]=2[CH3:25])=[C:6]([O:5][CH2:4][C:3]([OH:26])=[O:2])[CH:15]=[C:14]([CH3:16])[CH:13]=3)=[CH:23][CH:22]=1, predict the reactants needed to synthesize it. The reactants are: C[O:2][C:3](=[O:26])[CH2:4][O:5][C:6]1[CH:15]=[C:14]([CH3:16])[CH:13]=[C:12]2[C:7]=1[C:8]([CH3:25])=[C:9]([CH2:17][C:18]1[CH:23]=[CH:22][C:21]([Cl:24])=[CH:20][CH:19]=1)[CH:10]=[N:11]2.C[Si](C)(C)[O-].[K+].